Binary Classification. Given a T-cell receptor sequence (or CDR3 region) and an epitope sequence, predict whether binding occurs between them. From a dataset of TCR-epitope binding with 47,182 pairs between 192 epitopes and 23,139 TCRs. The epitope is LEPLVDLPI. The TCR CDR3 sequence is CASSQGRDSSYEQYF. Result: 1 (the TCR binds to the epitope).